Dataset: Forward reaction prediction with 1.9M reactions from USPTO patents (1976-2016). Task: Predict the product of the given reaction. (1) Given the reactants [NH2:1][C:2]1[CH:11]=[CH:10][CH:9]=[C:8]2[C:3]=1[CH:4]=[C:5]([CH3:12])[N:6]=[CH:7]2.[Cl:13][C:14]1[CH:19]=[C:18]([Cl:20])[CH:17]=[CH:16][C:15]=1[CH2:21][N:22]=[C:23]=[O:24], predict the reaction product. The product is: [Cl:13][C:14]1[CH:19]=[C:18]([Cl:20])[CH:17]=[CH:16][C:15]=1[CH2:21][NH:22][C:23]([NH:1][C:2]1[CH:11]=[CH:10][CH:9]=[C:8]2[C:3]=1[CH:4]=[C:5]([CH3:12])[N:6]=[CH:7]2)=[O:24]. (2) Given the reactants [Cl:1][C:2]1[C:10]([C:11]([OH:13])=[O:12])=[CH:9][C:8](C)=[C:7]2[C:3]=1[CH:4]=[CH:5][NH:6]2.Cl[C:16]1C(C(OC)=O)=C(Cl)C=C2C=1C=CN2, predict the reaction product. The product is: [Cl:1][C:2]1[C:10]([C:11]([OH:13])=[O:12])=[C:9]([CH3:16])[CH:8]=[C:7]2[C:3]=1[CH:4]=[CH:5][NH:6]2. (3) The product is: [CH3:18][C:6]1[N:5]=[C:4]2[S:19][C:20]3[CH2:25][CH2:24][CH2:23][CH2:22][C:21]=3[C:3]2=[C:2]([S:32][C:26]2[CH:31]=[CH:30][CH:29]=[CH:28][CH:27]=2)[C:7]=1[CH:8]([O:13][C:14]([CH3:17])([CH3:16])[CH3:15])[C:9]([O:11][CH3:12])=[O:10]. Given the reactants I[C:2]1[C:7]([CH:8]([O:13][C:14]([CH3:17])([CH3:16])[CH3:15])[C:9]([O:11][CH3:12])=[O:10])=[C:6]([CH3:18])[N:5]=[C:4]2[S:19][C:20]3[CH2:25][CH2:24][CH2:23][CH2:22][C:21]=3[C:3]=12.[C:26]1([SH:32])[CH:31]=[CH:30][CH:29]=[CH:28][CH:27]=1.C(N(CC)CC)C, predict the reaction product. (4) Given the reactants Cl[C:2]1[CH:9]=[N:8][CH:7]=[C:6]([Cl:10])[C:3]=1[C:4]#[N:5].CC1(C)C(C)(C)OB([C:19]2[CH:24]=[CH:23][C:22]([NH2:25])=[CH:21][CH:20]=2)O1.C(Cl)Cl.C([O-])([O-])=O.[Na+].[Na+], predict the reaction product. The product is: [NH2:25][C:22]1[CH:23]=[CH:24][C:19]([C:2]2[CH:9]=[N:8][CH:7]=[C:6]([Cl:10])[C:3]=2[C:4]#[N:5])=[CH:20][CH:21]=1. (5) Given the reactants [CH3:1][O:2][C:3]([C:5]1[CH:6]=[CH:7][C:8]2[CH:12]=[C:11]([C:13]([CH2:24][CH3:25])([C:16]3[CH:21]=[CH:20][C:19]([OH:22])=[C:18]([CH3:23])[CH:17]=3)[CH2:14][CH3:15])[S:10][C:9]=2[CH:26]=1)=[O:4].Br[CH2:28][C:29](=[O:34])[C:30]([CH3:33])([CH3:32])[CH3:31].C([O-])([O-])=O.[K+].[K+], predict the reaction product. The product is: [CH3:1][O:2][C:3]([C:5]1[CH:6]=[CH:7][C:8]2[CH:12]=[C:11]([C:13]([C:16]3[CH:21]=[CH:20][C:19]([O:22][CH2:28][C:29](=[O:34])[C:30]([CH3:33])([CH3:32])[CH3:31])=[C:18]([CH3:23])[CH:17]=3)([CH2:24][CH3:25])[CH2:14][CH3:15])[S:10][C:9]=2[CH:26]=1)=[O:4]. (6) Given the reactants [Cl:1][C:2]1[CH:7]=[CH:6][C:5]([C:8](=O)[CH2:9][CH2:10][C:11]([OH:13])=[O:12])=[CH:4][C:3]=1[S:15](=[O:27])(=[O:26])[NH:16][CH2:17][C:18]1[CH:23]=[CH:22][C:21]([Cl:24])=[CH:20][C:19]=1[Cl:25].O.C1(C)C=CC(S(O)(=O)=O)=CC=1.[C:40]1([NH:46]N)[CH:45]=[CH:44][CH:43]=[CH:42][CH:41]=1.Cl, predict the reaction product. The product is: [Cl:1][C:2]1[CH:7]=[CH:6][C:5]([C:8]2[NH:46][C:40]3[C:45]([C:9]=2[CH2:10][C:11]([OH:13])=[O:12])=[CH:44][CH:43]=[CH:42][CH:41]=3)=[CH:4][C:3]=1[S:15](=[O:27])(=[O:26])[NH:16][CH2:17][C:18]1[CH:23]=[CH:22][C:21]([Cl:24])=[CH:20][C:19]=1[Cl:25]. (7) Given the reactants [C:1]([C:3]1[CH:4]=[C:5]([S:10]([NH2:13])(=[O:12])=[O:11])[CH:6]=[CH:7][C:8]=1[F:9])#[N:2].[C:14](O[C:14]([O:16][C:17]([CH3:20])([CH3:19])[CH3:18])=[O:15])([O:16][C:17]([CH3:20])([CH3:19])[CH3:18])=[O:15].C(N(CC)CC)C, predict the reaction product. The product is: [C:1]([C:3]1[CH:4]=[C:5]([S:10]([NH:13][C:14](=[O:15])[O:16][C:17]([CH3:20])([CH3:19])[CH3:18])(=[O:12])=[O:11])[CH:6]=[CH:7][C:8]=1[F:9])#[N:2].